From a dataset of Catalyst prediction with 721,799 reactions and 888 catalyst types from USPTO. Predict which catalyst facilitates the given reaction. Reactant: [F:1][C:2]([Si](C)(C)C)([F:4])[F:3].[F-].[Cs+].[Br:11][C:12]1[CH:13]=[C:14]2[C:18](=[CH:19][CH:20]=1)[CH2:17][C:16](=[O:21])[CH2:15]2.[F-].C([N+](CCCC)(CCCC)CCCC)CCC. Product: [Br:11][C:12]1[CH:13]=[C:14]2[C:18](=[CH:19][CH:20]=1)[CH2:17][C@@:16]([C:2]([F:4])([F:3])[F:1])([OH:21])[CH2:15]2. The catalyst class is: 20.